From a dataset of Full USPTO retrosynthesis dataset with 1.9M reactions from patents (1976-2016). Predict the reactants needed to synthesize the given product. (1) Given the product [OH:28][NH:27][C:13](=[O:14])[C:12]([S:9]([C:6]1[CH:7]=[CH:8][C:3]([O:2][CH3:1])=[CH:4][CH:5]=1)(=[O:11])=[O:10])([CH2:19][C:20]1[CH:21]=[N:22][CH:23]=[CH:24][CH:25]=1)[CH2:16][C:17]#[CH:18], predict the reactants needed to synthesize it. The reactants are: [CH3:1][O:2][C:3]1[CH:8]=[CH:7][C:6]([S:9]([C:12]([CH2:19][C:20]2[CH:21]=[N:22][CH:23]=[CH:24][CH:25]=2)([CH2:16][C:17]#[CH:18])[C:13](O)=[O:14])(=[O:11])=[O:10])=[CH:5][CH:4]=1.Cl.[NH2:27][OH:28]. (2) Given the product [CH2:1]([O:3][C:4](=[O:23])[CH2:5][CH2:6][C:7]1[CH:12]=[CH:11][CH:10]=[C:9]([N:13]2[C:17]([NH:18][C:34]([C:24]3[C:33]4[C:28](=[CH:29][CH:30]=[CH:31][CH:32]=4)[CH:27]=[CH:26][CH:25]=3)=[O:35])=[CH:16][C:15]([C:19]([CH3:22])([CH3:21])[CH3:20])=[N:14]2)[CH:8]=1)[CH3:2], predict the reactants needed to synthesize it. The reactants are: [CH2:1]([O:3][C:4](=[O:23])[CH2:5][CH2:6][C:7]1[CH:12]=[CH:11][CH:10]=[C:9]([N:13]2[C:17]([NH2:18])=[CH:16][C:15]([C:19]([CH3:22])([CH3:21])[CH3:20])=[N:14]2)[CH:8]=1)[CH3:2].[C:24]1([C:34](F)=[O:35])[C:33]2[C:28](=[CH:29][CH:30]=[CH:31][CH:32]=2)[CH:27]=[CH:26][CH:25]=1. (3) Given the product [NH2:39][C:33]1[C:32]([N:40]2[CH2:45][CH2:44][O:43][CH2:42][CH2:41]2)=[CH:31][C:30]2[C:35](=[CH:36][C:37]([F:38])=[C:28]([B:12]([OH:13])[OH:11])[CH:29]=2)[N:34]=1, predict the reactants needed to synthesize it. The reactants are: C([O-])(=O)C.[K+].C(Cl)Cl.CC1(C)C(C)(C)[O:13][B:12](B2OC(C)(C)C(C)(C)O2)[O:11]1.Br[C:28]1[CH:29]=[C:30]2[C:35](=[CH:36][C:37]=1[F:38])[N:34]=[C:33]([NH2:39])[C:32]([N:40]1[CH2:45][CH2:44][O:43][CH2:42][CH2:41]1)=[CH:31]2. (4) Given the product [C:55]1([S+:48]([C:42]2[CH:43]=[CH:44][CH:45]=[CH:46][CH:47]=2)[C:49]2[CH:54]=[CH:53][CH:52]=[CH:51][CH:50]=2)[CH:56]=[CH:57][CH:58]=[CH:59][CH:60]=1.[C:25]1([C:24]([O:1][CH:2]([CH3:19])[CH2:3][CH:4]([S:5]([C:8]([F:9])([F:10])[F:11])(=[O:6])=[O:7])[S:12]([C:15]([F:17])([F:18])[F:16])(=[O:14])=[O:13])=[O:31])[CH:30]=[CH:29][CH:28]=[CH:27][CH:26]=1, predict the reactants needed to synthesize it. The reactants are: [OH:1][CH:2]([CH3:19])[CH2:3][CH:4]([S:12]([C:15]([F:18])([F:17])[F:16])(=[O:14])=[O:13])[S:5]([C:8]([F:11])([F:10])[F:9])(=[O:7])=[O:6].C(Cl)(Cl)Cl.[C:24](O[C:24](=[O:31])[C:25]1[CH:30]=[CH:29][CH:28]=[CH:27][CH:26]=1)(=[O:31])[C:25]1[CH:30]=[CH:29][CH:28]=[CH:27][CH:26]=1.[Cl-].[C:42]1([S+:48]([C:55]2[CH:60]=[CH:59][CH:58]=[CH:57][CH:56]=2)[C:49]2[CH:54]=[CH:53][CH:52]=[CH:51][CH:50]=2)[CH:47]=[CH:46][CH:45]=[CH:44][CH:43]=1. (5) Given the product [F:20][C:16]1[C:15]([F:21])=[CH:14][CH:19]=[CH:18][C:17]=1[CH:6]([NH2:3])[CH3:7], predict the reactants needed to synthesize it. The reactants are: C([N:3]([CH2:6][CH3:7])CC)C.Cl.NO.CC([C:14]1[CH:19]=[CH:18][CH:17]=[C:16]([F:20])[C:15]=1[F:21])=O. (6) Given the product [C:18]([CH2:17][N:14]1[CH2:15][CH2:16][N:8]([CH2:7][C:6]([OH:44])=[O:5])[CH2:9][CH2:10][N:11]([CH:25]([CH2:33][CH2:34][C:35]2[CH:40]=[CH:39][C:38]([N+:41]([O-:43])=[O:42])=[CH:37][CH:36]=2)[C:26]([OH:28])=[O:27])[CH2:12][CH2:13]1)([OH:24])=[O:19], predict the reactants needed to synthesize it. The reactants are: C([O:5][C:6](=[O:44])[CH2:7][N:8]1[CH2:16][CH2:15][N:14]([CH2:17][C:18](=[O:24])[O:19]C(C)(C)C)[CH2:13][CH2:12][N:11]([CH:25]([CH2:33][CH2:34][C:35]2[CH:40]=[CH:39][C:38]([N+:41]([O-:43])=[O:42])=[CH:37][CH:36]=2)[C:26]([O:28]C(C)(C)C)=[O:27])[CH2:10][CH2:9]1)(C)(C)C.Cl. (7) Given the product [C:15]([O:18][C:19](=[O:20])[NH:7][C:6]1[CH:5]=[C:4]([N+:1]([O-:3])=[O:2])[CH:10]=[C:9]([N+:11]([O-:13])=[O:12])[CH:8]=1)([CH3:17])([CH3:16])[CH3:14], predict the reactants needed to synthesize it. The reactants are: [N+:1]([C:4]1[CH:5]=[C:6]([CH:8]=[C:9]([N+:11]([O-:13])=[O:12])[CH:10]=1)[NH2:7])([O-:3])=[O:2].[CH3:14][C:15]([O:18][C:19](O[C:19]([O:18][C:15]([CH3:17])([CH3:16])[CH3:14])=[O:20])=[O:20])([CH3:17])[CH3:16].CCN(CC)CC.C([O-])([O-])=O.[K+].[K+].